Dataset: NCI-60 drug combinations with 297,098 pairs across 59 cell lines. Task: Regression. Given two drug SMILES strings and cell line genomic features, predict the synergy score measuring deviation from expected non-interaction effect. Drug 1: CC1=C(C=C(C=C1)NC(=O)C2=CC=C(C=C2)CN3CCN(CC3)C)NC4=NC=CC(=N4)C5=CN=CC=C5. Drug 2: C1=CN(C=N1)CC(O)(P(=O)(O)O)P(=O)(O)O. Cell line: SF-295. Synergy scores: CSS=-3.45, Synergy_ZIP=4.76, Synergy_Bliss=4.78, Synergy_Loewe=-4.35, Synergy_HSA=-3.86.